This data is from Reaction yield outcomes from USPTO patents with 853,638 reactions. The task is: Predict the reaction yield, written as a fraction of the theoretical maximum amount of product (1.0 means a 100% yield; for example, 0.34 means a 34% yield). (1) The reactants are [N:1]1([C:10](=[O:12])[CH3:11])[C:9]2[C:4](=[CH:5][CH:6]=[CH:7][CH:8]=2)[CH2:3][CH2:2]1.[Br:13]Br. The catalyst is C(O)(=O)C. The product is [Br:13][C:6]1[CH:5]=[C:4]2[C:9](=[CH:8][CH:7]=1)[N:1]([C:10](=[O:12])[CH3:11])[CH2:2][CH2:3]2. The yield is 0.960. (2) The reactants are ClC1N=C(C2SC(N3CCCC3)=NC=2C2C=C(NS(C3C(F)=CC=CC=3F)(=O)=O)C=CC=2)C=CN=1.[Cl:36][C:37]1[N:42]=[C:41]([CH2:43][C:44]([C:46]2[C:47]([F:64])=[C:48]([NH:52][S:53]([C:56]3[CH:61]=[C:60]([F:62])[CH:59]=[CH:58][C:57]=3[F:63])(=[O:55])=[O:54])[CH:49]=[CH:50][CH:51]=2)=O)[CH:40]=[CH:39][N:38]=1.[NH2:65][C:66]([CH:68]1[CH2:73][CH2:72][N:71]([C:74]([O:76][C:77]([CH3:80])([CH3:79])[CH3:78])=[O:75])[CH2:70][CH2:69]1)=[S:67]. No catalyst specified. The product is [Cl:36][C:37]1[N:42]=[C:41]([C:43]2[S:67][C:66]([CH:68]3[CH2:73][CH2:72][N:71]([C:74]([O:76][C:77]([CH3:80])([CH3:79])[CH3:78])=[O:75])[CH2:70][CH2:69]3)=[N:65][C:44]=2[C:46]2[CH:51]=[CH:50][CH:49]=[C:48]([NH:52][S:53]([C:56]3[CH:61]=[C:60]([F:62])[CH:59]=[CH:58][C:57]=3[F:63])(=[O:55])=[O:54])[C:47]=2[F:64])[CH:40]=[CH:39][N:38]=1. The yield is 0.600. (3) The reactants are [C:1]1([N+:7]2[N-:8]OC(=O)[CH:11]=2)[CH:6]=[CH:5][CH:4]=[CH:3][CH:2]=1.[C:13]([C:15]1[CH:20]=[CH:19][CH:18]=[CH:17][N:16]=1)#[CH:14]. No catalyst specified. The product is [C:1]1([N:7]2[CH:11]=[C:13]([C:15]3[CH:20]=[CH:19][CH:18]=[CH:17][N:16]=3)[CH:14]=[N:8]2)[CH:6]=[CH:5][CH:4]=[CH:3][CH:2]=1. The yield is 0.950. (4) The reactants are [C:1]([OH:6])(=[O:5])[C:2]([CH3:4])=[CH2:3].[CH:7]([O:9][CH2:10][CH3:11])=[CH2:8].O.C1(C)C=CC(S(O)(=O)=O)=CC=1. No catalyst specified. The product is [C:1]([O:6][CH:7]([O:9][CH2:10][CH3:11])[CH3:8])(=[O:5])[C:2]([CH3:4])=[CH2:3]. The yield is 0.800. (5) The reactants are [C:1]([NH:9][C:10]1[S:11][CH2:12][CH:13]2[CH2:18][N:17]([C:19]([O:21][CH2:22][C:23]3[CH:28]=[CH:27][CH:26]=[CH:25][CH:24]=3)=[O:20])[CH2:16][C:14]2([C:29]2[S:33][C:32]([Si](C)(C)C)=[N:31][CH:30]=2)[N:15]=1)(=[O:8])[C:2]1[CH:7]=[CH:6][CH:5]=[CH:4][CH:3]=1.[F-].C([N+](CCCC)(CCCC)CCCC)CCC. The catalyst is O1CCCC1.O. The product is [C:1]([NH:9][C:10]1[S:11][CH2:12][CH:13]2[CH2:18][N:17]([C:19]([O:21][CH2:22][C:23]3[CH:24]=[CH:25][CH:26]=[CH:27][CH:28]=3)=[O:20])[CH2:16][C:14]2([C:29]2[S:33][CH:32]=[N:31][CH:30]=2)[N:15]=1)(=[O:8])[C:2]1[CH:7]=[CH:6][CH:5]=[CH:4][CH:3]=1. The yield is 0.880. (6) The catalyst is CN(C=O)C. The yield is 0.940. The reactants are [C:9](O[C:9]([O:11][C:12]([CH3:15])([CH3:14])[CH3:13])=[O:10])([O:11][C:12]([CH3:15])([CH3:14])[CH3:13])=[O:10].[NH2:16][CH2:17][C@@H:18]1[O:22][C:21](=[O:23])[N:20]([C:24]2[CH:29]=[CH:28][C:27]([C:30]3[S:31][CH2:32][C:33](=[O:36])[NH:34][N:35]=3)=[C:26]([F:37])[CH:25]=2)[CH2:19]1.N1C=CC=CC=1. The product is [C:12]([O:11][C:9](=[O:10])[NH:16][CH2:17][C@@H:18]1[O:22][C:21](=[O:23])[N:20]([C:24]2[CH:29]=[CH:28][C:27]([C:30]3[S:31][CH2:32][C:33](=[O:36])[NH:34][N:35]=3)=[C:26]([F:37])[CH:25]=2)[CH2:19]1)([CH3:13])([CH3:14])[CH3:15]. (7) The reactants are [CH:1]1[C:6]2[C:7]([C:16]3[CH:26]=[CH:25][C:19]([C:20]([O:22][CH2:23][CH3:24])=[O:21])=[CH:18][CH:17]=3)=[N:8][C:9]3[CH:15]=[CH:14][CH:13]=[CH:12][C:10]=3[O:11][C:5]=2[CH:4]=[CH:3][CH:2]=1.[BH4-].[Na+].[C:29](=O)(O)[O-].[Na+]. The product is [CH3:29][N:8]1[CH:7]([C:16]2[CH:17]=[CH:18][C:19]([C:20]([O:22][CH2:23][CH3:24])=[O:21])=[CH:25][CH:26]=2)[C:6]2[CH:1]=[CH:2][CH:3]=[CH:4][C:5]=2[O:11][C:10]2[CH:12]=[CH:13][CH:14]=[CH:15][C:9]1=2. The yield is 0.770. The catalyst is C(O)=O.O.